Dataset: Catalyst prediction with 721,799 reactions and 888 catalyst types from USPTO. Task: Predict which catalyst facilitates the given reaction. Reactant: [C:1]([C:3]1([OH:11])[CH:8]2[CH2:9][CH2:10][N:5]([CH2:6][CH2:7]2)[CH2:4]1)#[CH:2].C(O)(=O)[C@@H]([C@H](C(O)=O)O)O. Product: [C:1]([C@:3]1([OH:11])[CH:8]2[CH2:9][CH2:10][N:5]([CH2:6][CH2:7]2)[CH2:4]1)#[CH:2]. The catalyst class is: 5.